This data is from Catalyst prediction with 721,799 reactions and 888 catalyst types from USPTO. The task is: Predict which catalyst facilitates the given reaction. (1) Reactant: C(OC([NH:8][CH2:9][CH:10]=[CH:11][C:12]1[CH:13]=[CH:14][C:15]2[O:19][C:18](=[O:20])[NH:17][C:16]=2[CH:21]=1)=O)(C)(C)C. Product: [NH2:8][CH2:9][CH:10]=[CH:11][C:12]1[CH:13]=[CH:14][C:15]2[O:19][C:18](=[O:20])[NH:17][C:16]=2[CH:21]=1. The catalyst class is: 55. (2) Reactant: Cl[C:2]1[CH:24]=[CH:23][C:5]([C:6]([NH:8][C:9]2[CH:14]=[CH:13][CH:12]=[CH:11][C:10]=2[NH:15][C:16](=[O:22])[O:17][C:18]([CH3:21])([CH3:20])[CH3:19])=[O:7])=[CH:4][N:3]=1.[NH2:25][C@H:26]1[CH2:30][CH2:29][NH:28][CH2:27]1. Product: [NH2:25][C@H:26]1[CH2:30][CH2:29][N:28]([C:2]2[CH:24]=[CH:23][C:5]([C:6]([NH:8][C:9]3[CH:14]=[CH:13][CH:12]=[CH:11][C:10]=3[NH:15][C:16](=[O:22])[O:17][C:18]([CH3:21])([CH3:20])[CH3:19])=[O:7])=[CH:4][N:3]=2)[CH2:27]1. The catalyst class is: 58. (3) Reactant: Br[C:2]1[CH:7]=[CH:6][CH:5]=[C:4]([Br:8])[CH:3]=1.[NH:9]1[CH2:13][CH2:12][CH:11]([OH:14])[CH2:10]1.CC([O-])(C)C.[K+]. Product: [Br:8][C:4]1[CH:3]=[C:2]([N:9]2[CH2:13][CH2:12][CH:11]([OH:14])[CH2:10]2)[CH:7]=[CH:6][CH:5]=1. The catalyst class is: 733. (4) Reactant: [CH3:1][C:2]1([CH3:25])[CH2:6][C@H:5]([CH2:7][C:8]2[CH:13]=[CH:12][C:11]([N+:14]([O-:16])=[O:15])=[CH:10][CH:9]=2)[N:4]([C:17]([O:19][C:20]([CH3:23])([CH3:22])[CH3:21])=[O:18])[C:3]1=[O:24].[OH-:26].[Na+].Cl. Product: [C:20]([O:19][C:17]([NH:4][C@@H:5]([CH2:7][C:8]1[CH:13]=[CH:12][C:11]([N+:14]([O-:16])=[O:15])=[CH:10][CH:9]=1)[CH2:6][C:2]([CH3:1])([CH3:25])[C:3]([OH:26])=[O:24])=[O:18])([CH3:22])([CH3:21])[CH3:23]. The catalyst class is: 36. (5) Reactant: [Br:1][C:2]1[C:3]([N+:13]([O-:15])=[O:14])=[CH:4][C:5]([N+:10]([O-:12])=O)=[C:6]([CH:9]=1)[CH:7]=O.[F:16][C:17]1[CH:23]=[CH:22][C:20]([NH2:21])=[CH:19][CH:18]=1.[C-:24]#[N:25].[Na+].C(OC(=O)C)(=O)C. Product: [Br:1][C:2]1[C:3]([N+:13]([O-:15])=[O:14])=[CH:4][C:5]2[C:6](=[C:7]([C:24]#[N:25])[N:21]([C:20]3[CH:22]=[CH:23][C:17]([F:16])=[CH:18][CH:19]=3)[N+:10]=2[O-:12])[CH:9]=1. The catalyst class is: 15.